Task: Predict which catalyst facilitates the given reaction.. Dataset: Catalyst prediction with 721,799 reactions and 888 catalyst types from USPTO (1) Reactant: [Cl:1][C:2]1[N:7]=[N:6][C:5]([C:8](OC)=[O:9])=[CH:4][CH:3]=1.[H-].C([Al+]CC(C)C)C(C)C.O1CCCC1.Cl.C(=O)(O)[O-].[Na+]. Product: [Cl:1][C:2]1[N:7]=[N:6][C:5]([CH2:8][OH:9])=[CH:4][CH:3]=1. The catalyst class is: 30. (2) Reactant: [CH:1]([O:4][C:5]1[C:10]2[CH2:11][CH:12]([CH2:14]OS(C3C=CC(C)=CC=3)(=O)=O)[O:13][C:9]=2[CH:8]=[C:7]([C:26](=[O:34])[NH:27][C:28]2[CH:32]=[CH:31][N:30]([CH3:33])[N:29]=2)[CH:6]=1)([CH3:3])[CH3:2].Cl.[CH3:36][NH:37][CH3:38].C(N(CC)CC)C. Product: [CH3:33][N:30]1[CH:31]=[CH:32][C:28]([NH:27][C:26]([C:7]2[CH:6]=[C:5]([O:4][CH:1]([CH3:2])[CH3:3])[C:10]3[CH2:11][CH:12]([CH2:14][N:37]([CH3:38])[CH3:36])[O:13][C:9]=3[CH:8]=2)=[O:34])=[N:29]1. The catalyst class is: 1. (3) Product: [NH2:36][CH2:6][C:7]1[N:8]=[CH:9][N:10]=[C:11]([O:13][C:14]2[CH:15]=[C:16]3[C:20](=[CH:21][CH:22]=2)[N:19]([C:23]([NH:24][C:25]2[CH:29]=[C:28]([C:30]([F:31])([F:32])[F:33])[N:27]([CH3:34])[N:26]=2)=[O:35])[CH:18]=[CH:17]3)[CH:12]=1. Reactant: CS(O[CH2:6][C:7]1[CH:12]=[C:11]([O:13][C:14]2[CH:15]=[C:16]3[C:20](=[CH:21][CH:22]=2)[N:19]([C:23](=[O:35])[NH:24][C:25]2[CH:29]=[C:28]([C:30]([F:33])([F:32])[F:31])[N:27]([CH3:34])[N:26]=2)[CH:18]=[CH:17]3)[N:10]=[CH:9][N:8]=1)(=O)=O.[NH3:36]. The catalyst class is: 1. (4) Reactant: [CH2:1]([OH:23])[C@H:2]1[O:7][C@H:6]([O:8][C@]2(CO)O[C@H](CO)[C@@H](O)[C@@H]2O)[C@H:5]([OH:20])[C@@H:4]([OH:21])[C@@H:3]1[OH:22]. Product: [O:8]=[CH:6][C@@H:5]([C@H:4]([C@@H:3]([C@@H:2]([CH2:1][OH:23])[OH:7])[OH:22])[OH:21])[OH:20]. The catalyst class is: 610.